Dataset: Reaction yield outcomes from USPTO patents with 853,638 reactions. Task: Predict the reaction yield, written as a fraction of the theoretical maximum amount of product (1.0 means a 100% yield; for example, 0.34 means a 34% yield). (1) The reactants are Cl[C:2]1[C:11]2[C:6](=[CH:7][C:8]([O:14][CH3:15])=[C:9]([O:12][CH3:13])[CH:10]=2)[N:5]=[CH:4][N:3]=1.[F:16][C:17]1[CH:22]=[C:21]([N+:23]([O-:25])=[O:24])[CH:20]=[CH:19][C:18]=1[NH2:26].Cl. The catalyst is C(C#N)(C)=O. The product is [CH3:13][O:12][C:9]1[CH:10]=[C:11]2[C:6](=[CH:7][C:8]=1[O:14][CH3:15])[N:5]=[CH:4][N:3]=[C:2]2[NH:26][C:18]1[CH:19]=[CH:20][C:21]([N+:23]([O-:25])=[O:24])=[CH:22][C:17]=1[F:16]. The yield is 0.800. (2) The product is [NH2:1][C:2]1[C:3]([C:9]([NH:30][CH2:29][CH2:28][C:24]2[S:23][CH:27]=[CH:26][CH:25]=2)=[O:11])=[N:4][C:5]([Br:8])=[CH:6][N:7]=1. The reactants are [NH2:1][C:2]1[C:3]([C:9]([OH:11])=O)=[N:4][C:5]([Br:8])=[CH:6][N:7]=1.O.ON1C2C=CC=CC=2N=N1.[S:23]1[CH:27]=[CH:26][CH:25]=[C:24]1[CH2:28][CH2:29][NH2:30].Cl.CN(C)CCCN=C=NCC. The catalyst is C(#N)C. The yield is 0.660. (3) The reactants are [NH2:1][C:2]1[N:7]=[CH:6][C:5]([C:8]([N:10]2[CH2:15][CH2:14][O:13][CH2:12][C@H:11]2[CH3:16])=[O:9])=[CH:4][CH:3]=1.Br[C:18]1[C:19](=[O:26])[N:20]([CH3:25])[N:21]=[C:22]([Cl:24])[CH:23]=1.C(=O)([O-])[O-].[Cs+].[Cs+].CC1(C)C2C(=C(P(C3C=CC=CC=3)C3C=CC=CC=3)C=CC=2)OC2C(P(C3C=CC=CC=3)C3C=CC=CC=3)=CC=CC1=2. The catalyst is C1C=CC(/C=C/C(/C=C/C2C=CC=CC=2)=O)=CC=1.C1C=CC(/C=C/C(/C=C/C2C=CC=CC=2)=O)=CC=1.C1C=CC(/C=C/C(/C=C/C2C=CC=CC=2)=O)=CC=1.[Pd].[Pd].O1CCOCC1. The product is [Cl:24][C:22]1[CH:23]=[C:18]([NH:1][C:2]2[CH:3]=[CH:4][C:5]([C:8]([N:10]3[CH2:15][CH2:14][O:13][CH2:12][C@H:11]3[CH3:16])=[O:9])=[CH:6][N:7]=2)[C:19](=[O:26])[N:20]([CH3:25])[N:21]=1. The yield is 0.790. (4) The yield is 0.700. The product is [CH2:42]([O:41][C:39](=[O:40])[CH2:38][O:1][C@H:2]1[CH2:3][CH2:4][C@H:5]([N:8]2[C:13](=[O:14])[C:12]([CH2:15][C:16]3[CH:21]=[CH:20][C:19]([C:22]4[CH:27]=[CH:26][CH:25]=[CH:24][C:23]=4[C:28]#[N:29])=[CH:18][CH:17]=3)=[C:11]([CH2:30][CH2:31][CH3:32])[N:10]3[N:33]=[CH:34][CH:35]=[C:9]23)[CH2:6][CH2:7]1)[CH3:43]. The reactants are [OH:1][C@H:2]1[CH2:7][CH2:6][C@H:5]([N:8]2[C:13](=[O:14])[C:12]([CH2:15][C:16]3[CH:21]=[CH:20][C:19]([C:22]4[C:23]([C:28]#[N:29])=[CH:24][CH:25]=[CH:26][CH:27]=4)=[CH:18][CH:17]=3)=[C:11]([CH2:30][CH2:31][CH3:32])[N:10]3[N:33]=[CH:34][CH:35]=[C:9]23)[CH2:4][CH2:3]1.[N+](=[CH:38][C:39]([O:41][CH2:42][CH3:43])=[O:40])=[N-].C(OCC)(=O)C.O. The catalyst is C(Cl)Cl.C([O-])(=O)C.[Rh+3].C([O-])(=O)C.C([O-])(=O)C. (5) The reactants are [Cl:1][C:2]1[CH:3]=[N:4][C:5]2[N:6]([N:8]=[C:9]([C:11]([OH:13])=O)[CH:10]=2)[CH:7]=1.[CH2:14]([CH:16]1[C:21]2[CH:22]=[CH:23][S:24][C:20]=2[CH2:19][CH2:18][NH:17]1)[CH3:15]. No catalyst specified. The product is [Cl:1][C:2]1[CH:3]=[N:4][C:5]2[N:6]([N:8]=[C:9]([C:11]([N:17]3[CH2:18][CH2:19][C:20]4[S:24][CH:23]=[CH:22][C:21]=4[CH:16]3[CH2:14][CH3:15])=[O:13])[CH:10]=2)[CH:7]=1. The yield is 0.600. (6) The reactants are [F:1][C:2]([F:22])([F:21])[C:3]1[CH:20]=[CH:19][C:6]([CH2:7][NH:8][CH2:9][C:10]2[CH:11]=[C:12]([O:17][CH3:18])[CH:13]=[CH:14][C:15]=2[Br:16])=[CH:5][CH:4]=1.[C:23](O[C:23]([O:25][C:26]([CH3:29])([CH3:28])[CH3:27])=[O:24])([O:25][C:26]([CH3:29])([CH3:28])[CH3:27])=[O:24]. The catalyst is C1COCC1. The product is [C:26]([O:25][C:23]([N:8]([CH2:9][C:10]1[CH:11]=[C:12]([O:17][CH3:18])[CH:13]=[CH:14][C:15]=1[Br:16])[CH2:7][C:6]1[CH:19]=[CH:20][C:3]([C:2]([F:1])([F:21])[F:22])=[CH:4][CH:5]=1)=[O:24])([CH3:29])([CH3:28])[CH3:27]. The yield is 0.950.